From a dataset of Catalyst prediction with 721,799 reactions and 888 catalyst types from USPTO. Predict which catalyst facilitates the given reaction. (1) Product: [Cl:18][C:19]1[CH:26]=[C:25]([O:27][C:28]2[C:29]([F:38])=[C:30]([CH:4]([C:5]([O:7][C:8]([CH3:9])([CH3:10])[CH3:11])=[O:6])[C:3]([O:13][C:14]([CH3:17])([CH3:16])[CH3:15])=[O:12])[CH:31]=[CH:32][C:33]=2[N+:34]([O-:36])=[O:35])[CH:24]=[C:21]([C:22]#[N:23])[CH:20]=1. The catalyst class is: 674. Reactant: [H-].[Na+].[C:3]([O:13][C:14]([CH3:17])([CH3:16])[CH3:15])(=[O:12])[CH2:4][C:5]([O:7][C:8]([CH3:11])([CH3:10])[CH3:9])=[O:6].[Cl:18][C:19]1[CH:20]=[C:21]([CH:24]=[C:25]([O:27][C:28]2[C:33]([N+:34]([O-:36])=[O:35])=[CH:32][CH:31]=[C:30](F)[C:29]=2[F:38])[CH:26]=1)[C:22]#[N:23].C(O)(=O)CC(CC(O)=O)(C(O)=O)O. (2) Reactant: [C:1]([O:5][C:6]([NH:8][C@H:9]([CH2:13][C:14]#[CH:15])[C:10](O)=O)=[O:7])([CH3:4])([CH3:3])[CH3:2].[NH2:16][C:17]1[CH:25]=[C:24]([Cl:26])[CH:23]=[CH:22][C:18]=1[C:19]([OH:21])=O.P(OC1C=CC=CC=1)(OC1C=CC=CC=1)OC1C=CC=CC=1.[C:49]1([NH:55][NH2:56])[CH:54]=[CH:53][CH:52]=[CH:51][CH:50]=1. Product: [C:1]([O:5][C:6](=[O:7])[NH:8][C@@H:9]([C:10]1[N:56]([NH:55][C:49]2[CH:54]=[CH:53][CH:52]=[CH:51][CH:50]=2)[C:19](=[O:21])[C:18]2[C:17](=[CH:25][C:24]([Cl:26])=[CH:23][CH:22]=2)[N:16]=1)[CH2:13][C:14]#[CH:15])([CH3:4])([CH3:3])[CH3:2]. The catalyst class is: 17.